Dataset: Peptide-MHC class II binding affinity with 134,281 pairs from IEDB. Task: Regression. Given a peptide amino acid sequence and an MHC pseudo amino acid sequence, predict their binding affinity value. This is MHC class II binding data. (1) The peptide sequence is NSADTISSYFVGKMYFNL. The MHC is DRB1_0101 with pseudo-sequence DRB1_0101. The binding affinity (normalized) is 0. (2) The peptide sequence is SGVLLNHFGLVEARY. The MHC is DRB1_0101 with pseudo-sequence DRB1_0101. The binding affinity (normalized) is 0.448. (3) The MHC is HLA-DQA10501-DQB10301 with pseudo-sequence HLA-DQA10501-DQB10301. The binding affinity (normalized) is 0.616. The peptide sequence is AAGVPPADKYRTFVA. (4) The peptide sequence is KIDAAFKVAATAAAT. The MHC is DRB1_0405 with pseudo-sequence DRB1_0405. The binding affinity (normalized) is 0.380. (5) The peptide sequence is TIKAERTEQKDFDGR. The MHC is HLA-DPA10201-DPB10501 with pseudo-sequence HLA-DPA10201-DPB10501. The binding affinity (normalized) is 0.147. (6) The peptide sequence is AVTFVNAPALAAERG. The MHC is DRB3_0101 with pseudo-sequence DRB3_0101. The binding affinity (normalized) is 0.527. (7) The peptide sequence is LGGLWTAVSPHLSPL. The MHC is HLA-DPA10201-DPB10501 with pseudo-sequence HLA-DPA10201-DPB10501. The binding affinity (normalized) is 0.260.